From a dataset of Reaction yield outcomes from USPTO patents with 853,638 reactions. Predict the reaction yield, written as a fraction of the theoretical maximum amount of product (1.0 means a 100% yield; for example, 0.34 means a 34% yield). (1) The reactants are [CH3:1][CH2:2][C:3]([C:5]1[CH:10]=[CH:9]C(C#N)=[CH:7][CH:6]=1)=[O:4].[OH-:13].[Na+].[O:15]1[CH2:20][CH2:19]OCC1. The catalyst is O. The product is [C:3]([C:5]1[CH:10]=[CH:9][C:19]([C:20]([OH:15])=[O:13])=[CH:7][CH:6]=1)(=[O:4])[CH2:2][CH3:1]. The yield is 0.980. (2) The catalyst is C(Cl)Cl.CCOC(C)=O. The reactants are [CH3:1][C:2]1[S:3][CH:4]=[C:5]([C:7]2[CH:8]=[C:9]([S:13](Cl)(=[O:15])=[O:14])[CH:10]=[CH:11][CH:12]=2)[N:6]=1.[NH2:17][C:18]1[CH:19]=[C:20]([OH:27])[C:21](=[CH:25][CH:26]=1)[C:22]([OH:24])=[O:23].N1C=CC=CC=1. The product is [OH:27][C:20]1[CH:19]=[C:18]([NH:17][S:13]([C:9]2[CH:10]=[CH:11][CH:12]=[C:7]([C:5]3[N:6]=[C:2]([CH3:1])[S:3][CH:4]=3)[CH:8]=2)(=[O:15])=[O:14])[CH:26]=[CH:25][C:21]=1[C:22]([OH:24])=[O:23]. The yield is 0.410. (3) The reactants are Br[CH2:2][C:3](=O)[C:4]([CH3:15])([C:6]1[CH:11]=[CH:10][CH:9]=[C:8]([N+:12]([O-:14])=[O:13])[CH:7]=1)[CH3:5].Cl.[C:18]([NH2:23])(=[NH:22])[CH:19]([CH3:21])[CH3:20].CN(C)C(N(C)C)=N. The catalyst is CN(C=O)C.O. The product is [CH:19]([C:18]1[NH:22][CH:2]=[C:3]([C:4]([CH3:15])([C:6]2[CH:11]=[CH:10][CH:9]=[C:8]([N+:12]([O-:14])=[O:13])[CH:7]=2)[CH3:5])[N:23]=1)([CH3:21])[CH3:20]. The yield is 0.300. (4) The catalyst is CC([O-])=O.CC([O-])=O.[Pd+2].CN(C=O)C. The yield is 0.730. The product is [N+:8]([C:5]1[CH:6]=[CH:7][C:2]([C:13]2[CH:12]=[N:11][CH:16]=[CH:15][CH:14]=2)=[CH:3][CH:4]=1)([O-:10])=[O:9]. The reactants are I[C:2]1[CH:7]=[CH:6][C:5]([N+:8]([O-:10])=[O:9])=[CH:4][CH:3]=1.[N:11]1[CH:16]=[CH:15][CH:14]=[C:13](B(O)O)[CH:12]=1.C([O-])([O-])=O.[Cs+].[Cs+].C1(P(C2C=CC=CC=2)C2C=CC=CC=2)C=CC=CC=1. (5) The reactants are [C:1]([C:4]1[C:9]([O:10][CH2:11][CH2:12][CH2:13][C:14]([O:16]CC)=[O:15])=[C:8]([CH2:19][CH2:20][CH3:21])[C:7]([O:22][CH2:23][CH2:24][CH2:25][S:26][C:27]2[CH:32]=[CH:31][C:30]([C:33](=[O:35])[CH3:34])=[C:29]([OH:36])[C:28]=2[CH2:37][CH2:38][CH3:39])=[CH:6][CH:5]=1)(=[O:3])[CH3:2].[OH-].[Na+].O.Cl. The catalyst is C(O)C. The product is [C:1]([C:4]1[C:9]([O:10][CH2:11][CH2:12][CH2:13][C:14]([OH:16])=[O:15])=[C:8]([CH2:19][CH2:20][CH3:21])[C:7]([O:22][CH2:23][CH2:24][CH2:25][S:26][C:27]2[CH:32]=[CH:31][C:30]([C:33](=[O:35])[CH3:34])=[C:29]([OH:36])[C:28]=2[CH2:37][CH2:38][CH3:39])=[CH:6][CH:5]=1)(=[O:3])[CH3:2]. The yield is 0.652.